This data is from Full USPTO retrosynthesis dataset with 1.9M reactions from patents (1976-2016). The task is: Predict the reactants needed to synthesize the given product. (1) Given the product [N:1]1([CH2:7][CH2:8][CH2:9][NH:10][C:11](=[O:12])[O:13][C:14]([CH3:17])([CH3:16])[CH3:15])[CH2:6][CH2:5][O:4][CH2:3][CH2:2]1, predict the reactants needed to synthesize it. The reactants are: [N:1]1([CH2:7][CH2:8][CH2:9][NH2:10])[CH2:6][CH2:5][O:4][CH2:3][CH2:2]1.[C:11](O[C:11]([O:13][C:14]([CH3:17])([CH3:16])[CH3:15])=[O:12])([O:13][C:14]([CH3:17])([CH3:16])[CH3:15])=[O:12].C(N(CC)C(C)C)(C)C. (2) Given the product [F:50][C:38]([F:37])([S:46]([O-:49])(=[O:48])=[O:47])[CH2:39][O:40][C:41](=[O:45])[C:42]([CH3:44])=[CH2:43].[CH2:2]([C:4]1([O:9][C:10](=[O:36])[CH2:11][O:12][C:13]([C:15]2[CH:16]=[CH:17][C:18]([O:34][CH3:35])=[C:19]([S+:21]3[C:22]4[CH:33]=[CH:32][CH:31]=[CH:30][C:23]=4[C:24]4[CH:29]=[CH:28][CH:27]=[CH:26][C:25]3=4)[CH:20]=2)=[O:14])[CH2:5][CH2:6][CH2:7][CH2:8]1)[CH3:3], predict the reactants needed to synthesize it. The reactants are: [I-].[CH2:2]([C:4]1([O:9][C:10](=[O:36])[CH2:11][O:12][C:13]([C:15]2[CH:16]=[CH:17][C:18]([O:34][CH3:35])=[C:19]([S+:21]3[C:25]4[CH:26]=[CH:27][CH:28]=[CH:29][C:24]=4[C:23]4[CH:30]=[CH:31][CH:32]=[CH:33][C:22]3=4)[CH:20]=2)=[O:14])[CH2:8][CH2:7][CH2:6][CH2:5]1)[CH3:3].[F:37][C:38]([F:50])([S:46]([O-:49])(=[O:48])=[O:47])[CH2:39][O:40][C:41](=[O:45])[C:42]([CH3:44])=[CH2:43].C([NH+](CC)CC)C.O. (3) Given the product [CH3:8][C@@H:9]([O:13][C:14]1[N:22]=[C:21]2[C:17]([N:18]=[C:19]([O:23][CH3:24])[N:20]2[CH2:27][CH2:28][CH:29]2[CH2:34][CH2:33][CH2:32][CH2:31][O:30]2)=[C:16]([NH2:25])[N:15]=1)[CH2:10][CH2:11][CH3:12], predict the reactants needed to synthesize it. The reactants are: FC(F)(F)C(O)=O.[CH3:8][C@@H:9]([O:13][C:14]1[NH:15][C:16]([NH2:25])=[C:17]2[C:21]([N:22]=1)=[N:20][C:19]([O:23][CH3:24])=[N:18]2)[CH2:10][CH2:11][CH3:12].Br[CH2:27][CH2:28][CH:29]1[CH2:34][CH2:33][CH2:32][CH2:31][O:30]1. (4) Given the product [Cl:1][C:2]1[C:7]([O:8][CH3:9])=[CH:6][C:5]([O:10][CH3:11])=[CH:4][C:3]=1[C:12]1[C:23](=[O:24])[N:22]([CH2:25][CH2:26][N:27]2[CH2:28][CH2:29][N:30]([C:33]([O:35][C:36]([CH3:39])([CH3:38])[CH3:37])=[O:34])[CH2:31][CH2:32]2)[C:15]2[N:16]=[C:17]([S:20]([CH3:21])=[O:48])[N:18]=[CH:19][C:14]=2[CH:13]=1, predict the reactants needed to synthesize it. The reactants are: [Cl:1][C:2]1[C:7]([O:8][CH3:9])=[CH:6][C:5]([O:10][CH3:11])=[CH:4][C:3]=1[C:12]1[C:23](=[O:24])[N:22]([CH2:25][CH2:26][N:27]2[CH2:32][CH2:31][N:30]([C:33]([O:35][C:36]([CH3:39])([CH3:38])[CH3:37])=[O:34])[CH2:29][CH2:28]2)[C:15]2[N:16]=[C:17]([S:20][CH3:21])[N:18]=[CH:19][C:14]=2[CH:13]=1.C1C=C(Cl)C=C(C(OO)=[O:48])C=1. (5) Given the product [CH3:9][C:6]1[C:7]2[N:8]=[CH:11][NH:1][C:2]=2[CH:3]=[C:4]([OH:10])[CH:5]=1, predict the reactants needed to synthesize it. The reactants are: [NH2:1][C:2]1[CH:3]=[C:4]([OH:10])[CH:5]=[C:6]([CH3:9])[C:7]=1[NH2:8].[CH:11](O)=O. (6) Given the product [Cl:1][C:2]1[N:7]=[C:6]([NH:10][CH:11]2[CH2:25][CH:14]3[CH2:15][N:16]([C:18]([O:20][C:21]([CH3:23])([CH3:22])[CH3:24])=[O:19])[CH2:17][CH:13]3[CH2:12]2)[C:5]([CH3:9])=[CH:4][N:3]=1, predict the reactants needed to synthesize it. The reactants are: [Cl:1][C:2]1[N:7]=[C:6](Cl)[C:5]([CH3:9])=[CH:4][N:3]=1.[NH2:10][CH:11]1[CH2:25][CH:14]2[CH2:15][N:16]([C:18]([O:20][C:21]([CH3:24])([CH3:23])[CH3:22])=[O:19])[CH2:17][CH:13]2[CH2:12]1.CCN(CC)CC.